From a dataset of Full USPTO retrosynthesis dataset with 1.9M reactions from patents (1976-2016). Predict the reactants needed to synthesize the given product. (1) Given the product [CH3:21][C:22]([NH:23][C:12]([C:10]1[CH:9]=[CH:8][C:7]([N:15]2[CH2:18][C:17]([F:20])([F:19])[CH2:16]2)=[C:6]([O:5][CH2:4][CH:1]2[CH2:2][CH2:3]2)[N:11]=1)=[O:14])([C:24]1[S:25][CH:26]=[CH:27][N:28]=1)[CH3:29], predict the reactants needed to synthesize it. The reactants are: [CH:1]1([CH2:4][O:5][C:6]2[N:11]=[C:10]([C:12]([OH:14])=O)[CH:9]=[CH:8][C:7]=2[N:15]2[CH2:18][C:17]([F:20])([F:19])[CH2:16]2)[CH2:3][CH2:2]1.[CH3:21][C:22]([CH3:29])([C:24]1[S:25][CH:26]=[CH:27][N:28]=1)[NH2:23]. (2) Given the product [CH2:1]([N:3]([CH2:41][C:40]1[CH:39]=[CH:38][C:37]([O:36][CH:33]2[CH2:34][CH2:35][N:30]([CH3:29])[CH2:31][CH2:32]2)=[CH:44][CH:43]=1)[C:4]1[CH:9]=[C:8]([O:10][CH3:11])[CH:7]=[CH:6][C:5]=1[C@@H:12]1[CH2:21][CH2:20][C:15]2[CH:16]=[C:17]([OH:22])[CH:18]=[CH:19][C:14]=2[CH2:13]1)[CH3:2], predict the reactants needed to synthesize it. The reactants are: [CH2:1]([NH:3][C:4]1[CH:9]=[C:8]([O:10][CH3:11])[CH:7]=[CH:6][C:5]=1[C@@H:12]1[CH2:21][CH2:20][C:19]2[CH:18]=[C:17]([O:22]C(=O)C(C)(C)C)[CH:16]=[CH:15][C:14]=2[CH2:13]1)[CH3:2].[CH3:29][N:30]1[CH2:35][CH2:34][CH:33]([O:36][C:37]2[CH:44]=[CH:43][C:40]([CH:41]=O)=[CH:39][CH:38]=2)[CH2:32][CH2:31]1.